This data is from Rat liver microsome stability data. The task is: Regression/Classification. Given a drug SMILES string, predict its absorption, distribution, metabolism, or excretion properties. Task type varies by dataset: regression for continuous measurements (e.g., permeability, clearance, half-life) or binary classification for categorical outcomes (e.g., BBB penetration, CYP inhibition). Dataset: rlm. (1) The result is 1 (stable in rat liver microsomes). The compound is COc1ccccc1NC(=O)C1=C(C)Nc2c(C(=O)Nc3ccc(F)cc3)cnn2C1c1ccc(Cl)cc1. (2) The compound is CC(=O)c1c(C)[nH]c(C(=O)N(C)C)c1C. The result is 0 (unstable in rat liver microsomes). (3) The compound is CCCS(=O)(=O)c1cccc(Oc2cccc(-n3c(C)nc4c(C(F)(F)F)cccc43)c2)c1. The result is 1 (stable in rat liver microsomes). (4) The compound is CC(=O)NCC(=O)N1C[C@H](NC(=O)c2ccccc2)C[C@H]1C(=O)O. The result is 0 (unstable in rat liver microsomes). (5) The drug is COc1ccc2ncc(C(=O)N3CCN(S(C)(=O)=O)CC3)c(N3CCC(C#N)(c4ccccc4)CC3)c2c1. The result is 1 (stable in rat liver microsomes). (6) The compound is O=C(Cc1ccc(O)cc1)N1CC(CNc2ccccc2)C2(C1)CN(c1ccccc1)C2. The result is 1 (stable in rat liver microsomes).